Dataset: Full USPTO retrosynthesis dataset with 1.9M reactions from patents (1976-2016). Task: Predict the reactants needed to synthesize the given product. (1) Given the product [CH2:26]([N:28]([CH2:29][CH2:30][CH2:31][S:32]([CH2:35][CH2:36][C:37]([F:39])([F:38])[F:40])(=[O:34])=[O:33])[CH2:2][CH2:3][CH2:4][CH2:5][CH2:6][CH2:7][C:8]1[C:14]2[CH:15]=[CH:16][C:17]([OH:19])=[CH:18][C:13]=2[CH2:12][CH2:11][CH2:10][C:9]=1[C:20]1[CH:25]=[CH:24][CH:23]=[CH:22][CH:21]=1)[CH3:27], predict the reactants needed to synthesize it. The reactants are: Br[CH2:2][CH2:3][CH2:4][CH2:5][CH2:6][CH2:7][C:8]1[C:14]2[CH:15]=[CH:16][C:17]([OH:19])=[CH:18][C:13]=2[CH2:12][CH2:11][CH2:10][C:9]=1[C:20]1[CH:25]=[CH:24][CH:23]=[CH:22][CH:21]=1.[CH2:26]([NH:28][CH2:29][CH2:30][CH2:31][S:32]([CH2:35][CH2:36][C:37]([F:40])([F:39])[F:38])(=[O:34])=[O:33])[CH3:27]. (2) Given the product [Cl:1][C:2]1[CH:27]=[CH:26][C:5]([CH2:6][N:7]2[C:15]3[C:10](=[CH:11][C:12]([CH:16]=[C:17]4[S:21][C:20]([N:40]([CH:37]5[CH2:36][CH:35]([CH2:34][O:33][CH3:32])[NH:39][CH2:38]5)[CH3:41])=[N:19][C:18]4=[O:25])=[CH:13][CH:14]=3)[CH:9]=[N:8]2)=[C:4]([C:28]([F:31])([F:30])[F:29])[CH:3]=1, predict the reactants needed to synthesize it. The reactants are: [Cl:1][C:2]1[CH:27]=[CH:26][C:5]([CH2:6][N:7]2[C:15]3[C:10](=[CH:11][C:12]([CH:16]=[C:17]4[S:21][CH:20](SCC)[NH:19][C:18]4=[O:25])=[CH:13][CH:14]=3)[CH:9]=[N:8]2)=[C:4]([C:28]([F:31])([F:30])[F:29])[CH:3]=1.[CH3:32][O:33][CH2:34][CH:35]1[NH:39][CH2:38][CH:37]([NH:40][CH3:41])[CH2:36]1.